From a dataset of Catalyst prediction with 721,799 reactions and 888 catalyst types from USPTO. Predict which catalyst facilitates the given reaction. (1) Reactant: [CH:1]1[CH:2]=[CH:3][C:4]([NH:11][C:12]2[C:13]([Cl:19])=[CH:14][CH:15]=[CH:16][C:17]=2[Cl:18])=[C:5]([CH2:7][C:8]([OH:10])=[O:9])[CH:6]=1.OC1C2N=NNC=2C=CC=1.C1CCC(N=C=NC2CCCCC2)CC1.O[C:46]1[CH:54]=[CH:53][C:49]([C:50]([NH2:52])=[O:51])=[CH:48][CH:47]=1. Product: [Cl:19][C:13]1[CH:14]=[CH:15][CH:16]=[C:17]([Cl:18])[C:12]=1[NH:11][C:4]1[CH:3]=[CH:2][CH:1]=[CH:6][C:5]=1[CH2:7][C:8]([O:10][C:46]1[CH:54]=[CH:53][C:49]([C:50](=[O:51])[NH2:52])=[CH:48][CH:47]=1)=[O:9]. The catalyst class is: 695. (2) Reactant: [H-].[Na+].[OH:3][C:4]1[CH:8]=[C:7]([CH3:9])[NH:6][N:5]=1.[N+:10]([C:13]1[C:14](F)=[C:15]([C:22]([F:25])([F:24])[F:23])[CH:16]=[C:17]([N+:19]([O-:21])=[O:20])[CH:18]=1)([O-:12])=[O:11].Cl. Product: [N+:19]([C:17]1[CH:18]=[C:13]([N+:10]([O-:12])=[O:11])[CH:14]=[C:15]([C:22]([F:23])([F:24])[F:25])[C:16]=1[O:3][C:4]1[CH:8]=[C:7]([CH3:9])[NH:6][N:5]=1)([O-:21])=[O:20]. The catalyst class is: 3.